This data is from NCI-60 drug combinations with 297,098 pairs across 59 cell lines. The task is: Regression. Given two drug SMILES strings and cell line genomic features, predict the synergy score measuring deviation from expected non-interaction effect. (1) Drug 1: C1CC(=O)NC(=O)C1N2CC3=C(C2=O)C=CC=C3N. Drug 2: CC1=C(C(=CC=C1)Cl)NC(=O)C2=CN=C(S2)NC3=CC(=NC(=N3)C)N4CCN(CC4)CCO. Cell line: MOLT-4. Synergy scores: CSS=1.11, Synergy_ZIP=1.15, Synergy_Bliss=1.24, Synergy_Loewe=-4.06, Synergy_HSA=-0.787. (2) Drug 1: CN(C)C1=NC(=NC(=N1)N(C)C)N(C)C. Drug 2: CC1=C(C=C(C=C1)C(=O)NC2=CC(=CC(=C2)C(F)(F)F)N3C=C(N=C3)C)NC4=NC=CC(=N4)C5=CN=CC=C5. Synergy scores: CSS=-5.02, Synergy_ZIP=1.45, Synergy_Bliss=-0.992, Synergy_Loewe=-5.58, Synergy_HSA=-5.15. Cell line: T-47D. (3) Drug 1: C1=C(C(=O)NC(=O)N1)N(CCCl)CCCl. Drug 2: C1=CC(=CC=C1C#N)C(C2=CC=C(C=C2)C#N)N3C=NC=N3. Cell line: HS 578T. Synergy scores: CSS=6.93, Synergy_ZIP=2.07, Synergy_Bliss=7.27, Synergy_Loewe=2.58, Synergy_HSA=4.60. (4) Drug 1: CC1=C(C(CCC1)(C)C)C=CC(=CC=CC(=CC(=O)O)C)C. Drug 2: CC12CCC3C(C1CCC2OP(=O)(O)O)CCC4=C3C=CC(=C4)OC(=O)N(CCCl)CCCl.[Na+]. Cell line: KM12. Synergy scores: CSS=5.71, Synergy_ZIP=5.42, Synergy_Bliss=3.06, Synergy_Loewe=2.00, Synergy_HSA=1.89. (5) Drug 1: CNC(=O)C1=CC=CC=C1SC2=CC3=C(C=C2)C(=NN3)C=CC4=CC=CC=N4. Drug 2: C(CC(=O)O)C(=O)CN.Cl. Cell line: K-562. Synergy scores: CSS=44.8, Synergy_ZIP=0.309, Synergy_Bliss=-0.0957, Synergy_Loewe=-61.5, Synergy_HSA=0.993. (6) Drug 1: C1=CC(=C2C(=C1NCCNCCO)C(=O)C3=C(C=CC(=C3C2=O)O)O)NCCNCCO. Drug 2: COC1=C2C(=CC3=C1OC=C3)C=CC(=O)O2. Cell line: HS 578T. Synergy scores: CSS=38.2, Synergy_ZIP=4.53, Synergy_Bliss=6.42, Synergy_Loewe=-16.0, Synergy_HSA=6.07.